This data is from Forward reaction prediction with 1.9M reactions from USPTO patents (1976-2016). The task is: Predict the product of the given reaction. The product is: [CH2:1]([CH:8]1[CH2:13][CH2:12][N:11]([CH2:17][CH2:16][CH2:14][NH:18][C:19]2[CH:24]=[CH:23][CH:22]=[CH:21][CH:20]=2)[CH2:10][CH2:9]1)[C:2]1[CH:7]=[CH:6][CH:5]=[CH:4][CH:3]=1. Given the reactants [CH2:1]([CH:8]1[CH2:13][CH2:12][NH:11][CH2:10][CH2:9]1)[C:2]1[CH:7]=[CH:6][CH:5]=[CH:4][CH:3]=1.[CH:14]([CH:16]=[CH2:17])=O.[NH2:18][C:19]1[CH:24]=[CH:23][CH:22]=[CH:21][CH:20]=1.C(O[BH-](OC(=O)C)OC(=O)C)(=O)C.[Na+].[OH-].[Na+], predict the reaction product.